This data is from Full USPTO retrosynthesis dataset with 1.9M reactions from patents (1976-2016). The task is: Predict the reactants needed to synthesize the given product. Given the product [CH3:22][N:18]1[CH2:19][CH2:20][CH2:21][CH:16]([CH2:15][N:1]2[CH:5]=[C:4]([C:6]3[CH:11]=[C:10]([C:12]#[N:13])[CH:9]=[CH:8][N:7]=3)[N:3]=[CH:2]2)[CH2:17]1, predict the reactants needed to synthesize it. The reactants are: [NH:1]1[CH:5]=[C:4]([C:6]2[CH:11]=[C:10]([C:12]#[N:13])[CH:9]=[CH:8][N:7]=2)[N:3]=[CH:2]1.Cl[CH2:15][CH:16]1[CH2:21][CH2:20][CH2:19][N:18]([CH3:22])[CH2:17]1.